From a dataset of Forward reaction prediction with 1.9M reactions from USPTO patents (1976-2016). Predict the product of the given reaction. (1) Given the reactants [CH3:1][O:2][CH2:3][CH2:4][NH:5][C:6]1[CH:14]=[CH:13][C:9]([C:10]([OH:12])=O)=[CH:8][C:7]=1[S:15]([N:18]1[CH2:23][CH2:22][O:21][CH2:20][CH2:19]1)(=[O:17])=[O:16].[CH:24](/[C:37]1[CH:42]=[CH:41][C:40]([NH2:43])=[CH:39][C:38]=1[S:44]([OH:47])(=[O:46])=[O:45])=[CH:25]\[C:26]1[CH:31]=[CH:30][C:29]([NH2:32])=[CH:28][C:27]=1[S:33]([OH:36])(=[O:35])=[O:34], predict the reaction product. The product is: [CH:24](/[C:37]1[CH:42]=[CH:41][C:40]([NH:43][C:10](=[O:12])[C:9]2[CH:13]=[CH:14][C:6]([NH:5][CH2:4][CH2:3][O:2][CH3:1])=[C:7]([S:15]([N:18]3[CH2:19][CH2:20][O:21][CH2:22][CH2:23]3)(=[O:17])=[O:16])[CH:8]=2)=[CH:39][C:38]=1[S:44]([OH:47])(=[O:45])=[O:46])=[CH:25]\[C:26]1[CH:31]=[CH:30][C:29]([NH:32][C:10](=[O:12])[C:9]2[CH:13]=[CH:14][C:6]([NH:5][CH2:4][CH2:3][O:2][CH3:1])=[C:7]([S:15]([N:18]3[CH2:23][CH2:22][O:21][CH2:20][CH2:19]3)(=[O:17])=[O:16])[CH:8]=2)=[CH:28][C:27]=1[S:33]([OH:36])(=[O:34])=[O:35]. (2) Given the reactants [H-].[Na+].[Cl:3][C:4]1[N:9]=[CH:8][C:7]([OH:10])=[CH:6][CH:5]=1.Br[CH2:12][O:13][CH3:14], predict the reaction product. The product is: [Cl:3][C:4]1[CH:5]=[CH:6][C:7]([O:10][CH2:12][O:13][CH3:14])=[CH:8][N:9]=1. (3) Given the reactants [Br:1][C:2]1[CH:7]=[CH:6][C:5]([C@@H:8]([NH2:10])[CH3:9])=[CH:4][CH:3]=1.[C:11](O[C:11]([O:13][C:14]([CH3:17])([CH3:16])[CH3:15])=[O:12])([O:13][C:14]([CH3:17])([CH3:16])[CH3:15])=[O:12].C(N(CC)CC)C, predict the reaction product. The product is: [Br:1][C:2]1[CH:7]=[CH:6][C:5]([C@@H:8]([NH:10][C:11](=[O:12])[O:13][C:14]([CH3:17])([CH3:16])[CH3:15])[CH3:9])=[CH:4][CH:3]=1. (4) Given the reactants [CH2:1]([C@H:3]1[NH:8][CH2:7][CH2:6][N:5]([CH2:9][C:10]2[CH:15]=[CH:14][C:13]([F:16])=[CH:12][CH:11]=2)[CH2:4]1)[CH3:2].C1C=CC2N(O)N=NC=2C=1.[C:27]([NH:30][C:31]1[CH:36]=[C:35]([Cl:37])[CH:34]=[CH:33][C:32]=1/[CH:38]=[CH:39]/[C:40](O)=[O:41])(=[O:29])[CH3:28], predict the reaction product. The product is: [Cl:37][C:35]1[CH:34]=[CH:33][C:32](/[CH:38]=[CH:39]/[C:40]([N:8]2[CH2:7][CH2:6][N:5]([CH2:9][C:10]3[CH:15]=[CH:14][C:13]([F:16])=[CH:12][CH:11]=3)[CH2:4][C@H:3]2[CH2:1][CH3:2])=[O:41])=[C:31]([NH:30][C:27](=[O:29])[CH3:28])[CH:36]=1. (5) Given the reactants [N+:1]([C:4]1[C:5]([C:14]([NH2:16])=[O:15])=[N:6][N:7]2[CH2:12][CH2:11][NH:10][C:9](=[O:13])[C:8]=12)([O-])=O, predict the reaction product. The product is: [NH2:1][C:4]1[C:5]([C:14]([NH2:16])=[O:15])=[N:6][N:7]2[CH2:12][CH2:11][NH:10][C:9](=[O:13])[C:8]=12. (6) Given the reactants [C:1]([OH:9])(=[O:8])[C:2]1[CH:7]=[CH:6][CH:5]=[CH:4][CH:3]=1.[Cl:10][C:11]1[CH:30]=[CH:29][C:28]([CH2:31][C@@H:32]([OH:36])[CH2:33][NH:34][CH3:35])=[CH:27][C:12]=1[C:13]([NH:15][CH2:16][C:17]12[CH2:26][CH:21]3[CH2:22][CH:23]([CH2:25][CH:19]([CH2:20]3)[CH2:18]1)[CH2:24]2)=[O:14].COC(C)(C)C, predict the reaction product. The product is: [C:1]([OH:9])(=[O:8])[C:2]1[CH:7]=[CH:6][CH:5]=[CH:4][CH:3]=1.[Cl:10][C:11]1[CH:30]=[CH:29][C:28]([CH2:31][C@@H:32]([OH:36])[CH2:33][NH:34][CH3:35])=[CH:27][C:12]=1[C:13]([NH:15][CH2:16][C:17]12[CH2:24][CH:23]3[CH2:22][CH:21]([CH2:20][CH:19]([CH2:25]3)[CH2:18]1)[CH2:26]2)=[O:14].